Dataset: Forward reaction prediction with 1.9M reactions from USPTO patents (1976-2016). Task: Predict the product of the given reaction. Given the reactants [C:1]([C:3]1[N:7]([CH:8]2[CH2:13][CH2:12][N:11]([C:14]([O:16][CH:17]([CH3:19])[CH3:18])=[O:15])[CH2:10][CH2:9]2)[N:6]=[CH:5][C:4]=1[CH2:20][OH:21])#[N:2].[F:22][C:23]1[CH:28]=[C:27]([C:29]2[N:33]([CH2:34][O:35][CH2:36][CH2:37][Si:38]([CH3:41])([CH3:40])[CH3:39])[N:32]=[N:31][N:30]=2)[CH:26]=[CH:25][C:24]=1O.[F:43][C:44]1[CH:49]=[C:48]([C:50]2[N:51]=[N:52][N:53]([CH2:55][O:56][CH2:57][CH2:58][Si:59]([CH3:62])([CH3:61])[CH3:60])[N:54]=2)[CH:47]=[CH:46][C:45]=1[OH:63].C1(P(C2C=CC=CC=2)C2C=CC=CC=2)C=CC=CC=1.N(C(OCC)=O)=NC(OCC)=O, predict the reaction product. The product is: [C:1]([C:3]1[N:7]([CH:8]2[CH2:13][CH2:12][N:11]([C:14]([O:16][CH:17]([CH3:19])[CH3:18])=[O:15])[CH2:10][CH2:9]2)[N:6]=[CH:5][C:4]=1[CH2:20][O:21][C:24]1[CH:25]=[CH:26][C:27]([C:29]2[N:33]([CH2:34][O:35][CH2:36][CH2:37][Si:38]([CH3:40])([CH3:39])[CH3:41])[N:32]=[N:31][N:30]=2)=[CH:28][C:23]=1[F:22])#[N:2].[C:1]([C:3]1[N:7]([CH:8]2[CH2:9][CH2:10][N:11]([C:14]([O:16][CH:17]([CH3:18])[CH3:19])=[O:15])[CH2:12][CH2:13]2)[N:6]=[CH:5][C:4]=1[CH2:20][O:63][C:45]1[CH:46]=[CH:47][C:48]([C:50]2[N:51]=[N:52][N:53]([CH2:55][O:56][CH2:57][CH2:58][Si:59]([CH3:60])([CH3:62])[CH3:61])[N:54]=2)=[CH:49][C:44]=1[F:43])#[N:2].